From a dataset of Catalyst prediction with 721,799 reactions and 888 catalyst types from USPTO. Predict which catalyst facilitates the given reaction. (1) Reactant: [F:1][C:2]1[CH:9]=[CH:8][C:5]([CH2:6][NH2:7])=[CH:4][CH:3]=1.[Cl:10][C:11]1[CH:12]=[C:13]([N:19]2[C:23]([CH3:24])=[C:22]([C:25](=[O:29])[C:26](Cl)=[O:27])[C:21]([CH3:30])=[N:20]2)[CH:14]=[CH:15][C:16]=1[C:17]#[N:18].O. Product: [Cl:10][C:11]1[CH:12]=[C:13]([N:19]2[C:23]([CH3:24])=[C:22]([C:25](=[O:29])[C:26]([NH:7][CH2:6][C:5]3[CH:8]=[CH:9][C:2]([F:1])=[CH:3][CH:4]=3)=[O:27])[C:21]([CH3:30])=[N:20]2)[CH:14]=[CH:15][C:16]=1[C:17]#[N:18]. The catalyst class is: 44. (2) Reactant: Br[C:2]1[N:3]=[C:4]([NH:10][C:11]2[CH:16]=[CH:15][N:14]3[CH:17]=[CH:18][N:19]=[C:13]3[CH:12]=2)[C:5](=[O:9])[N:6]([CH3:8])[CH:7]=1.CC1(C)C(C)(C)[O:24][B:23](B2OC(C)(C)C(C)(C)O2)[O:22]1.C([O-])([O-])=O.[Cs+].[Cs+]. Product: [N:19]1[CH:18]=[CH:17][N:14]2[CH:15]=[CH:16][C:11]([NH:10][C:4]3[C:5](=[O:9])[N:6]([CH3:8])[CH:7]=[C:2]([B:23]([OH:24])[OH:22])[N:3]=3)=[CH:12][C:13]=12. The catalyst class is: 294.